From a dataset of Reaction yield outcomes from USPTO patents with 853,638 reactions. Predict the reaction yield, written as a fraction of the theoretical maximum amount of product (1.0 means a 100% yield; for example, 0.34 means a 34% yield). (1) The reactants are ClC(Cl)(O[C:5](=[O:11])OC(Cl)(Cl)Cl)Cl.[C:13]([O:17][C:18](=[O:33])[NH:19][CH2:20][C:21]1[N:22]=[N:23][N:24]([C:26]2[CH:31]=[CH:30][CH:29]=[C:28]([NH2:32])[CH:27]=2)[CH:25]=1)([CH3:16])([CH3:15])[CH3:14].[F:34][C:35]([F:55])([F:54])[C:36]1[CH:37]=[C:38]([C:42]2[CH:43]=[CH:44][C:45]3[N:51]4[CH2:52][C@H:48]([CH2:49][CH2:50]4)[NH:47][C:46]=3[N:53]=2)[CH:39]=[CH:40][CH:41]=1.C(=O)(O)[O-].[Na+]. The catalyst is C(#N)C.C(N(CC)CC)C.CN(C)C1C=CN=CC=1.CO. The product is [C:13]([O:17][C:18](=[O:33])[NH:19][CH2:20][C:21]1[N:22]=[N:23][N:24]([C:26]2[CH:31]=[CH:30][CH:29]=[C:28]([NH:32][C:5]([N:47]3[C@@H:48]4[CH2:52][N:51]([CH2:50][CH2:49]4)[C:45]4[CH:44]=[CH:43][C:42]([C:38]5[CH:39]=[CH:40][CH:41]=[C:36]([C:35]([F:34])([F:54])[F:55])[CH:37]=5)=[N:53][C:46]3=4)=[O:11])[CH:27]=2)[CH:25]=1)([CH3:16])([CH3:14])[CH3:15]. The yield is 0.940. (2) The reactants are [C:1]([Cl:6])(=O)[C:2](Cl)=[O:3].[ClH:7].C([N:15]([CH:20]([C:22]#[N:23])[CH3:21])CC(O)=O)C1C=CC=CC=1.[C:24]([O:27][CH2:28][CH3:29])(=[O:26])[CH3:25].Cl[C:31]1[CH:36]=[CH:35]C=[CH:33][C:32]=1Cl. The catalyst is CCCCCC. The product is [CH2:28]([O:27][C:24]([CH2:25][N:15]1[C:20]([CH3:21])=[C:22]([Cl:7])[N:23]=[C:1]([Cl:6])[C:2]1=[O:3])=[O:26])[C:29]1[CH:35]=[CH:36][CH:31]=[CH:32][CH:33]=1. The yield is 0.550. (3) The reactants are [NH:1]1[CH2:6][CH2:5][CH:4]([C:7]([O:9][CH2:10][CH3:11])=[O:8])[CH2:3][CH2:2]1.C(N(C(C)C)C(C)C)C.[C:21]([C:24]1[N:29]=[C:28]([C:30]2[CH:35]=[CH:34][C:33]([C:36]3[CH:41]=[CH:40][C:39]([CH2:42][C:43](O)=[O:44])=[CH:38][C:37]=3[Cl:46])=[CH:32][CH:31]=2)[C:27]([CH3:47])=[N:26][C:25]=1[CH3:48])(=[O:23])[NH2:22].Cl.CN(C)CCCN=C=NCC.N1(O)C2C=CC=CC=2N=N1. The catalyst is CN(C=O)C. The product is [C:21]([C:24]1[N:29]=[C:28]([C:30]2[CH:35]=[CH:34][C:33]([C:36]3[CH:41]=[CH:40][C:39]([CH2:42][C:43]([N:1]4[CH2:6][CH2:5][CH:4]([C:7]([O:9][CH2:10][CH3:11])=[O:8])[CH2:3][CH2:2]4)=[O:44])=[CH:38][C:37]=3[Cl:46])=[CH:32][CH:31]=2)[C:27]([CH3:47])=[N:26][C:25]=1[CH3:48])(=[O:23])[NH2:22]. The yield is 1.05.